This data is from Forward reaction prediction with 1.9M reactions from USPTO patents (1976-2016). The task is: Predict the product of the given reaction. The product is: [Cl:1][C:2]1[CH:3]=[C:4]([C:8]2[N:12]=[C:11]([CH2:13][C:14]([CH3:19])([CH3:18])[C:15]([NH:36][NH2:37])=[O:16])[O:10][N:9]=2)[CH:5]=[CH:6][CH:7]=1. Given the reactants [Cl:1][C:2]1[CH:3]=[C:4]([C:8]2[N:12]=[C:11]([CH2:13][C:14]([CH3:19])([CH3:18])[C:15](O)=[O:16])[O:10][N:9]=2)[CH:5]=[CH:6][CH:7]=1.C(N(CC)CC)C.ClC(OCC(C)C)=O.O.[NH2:36][NH2:37], predict the reaction product.